This data is from Reaction yield outcomes from USPTO patents with 853,638 reactions. The task is: Predict the reaction yield, written as a fraction of the theoretical maximum amount of product (1.0 means a 100% yield; for example, 0.34 means a 34% yield). (1) The reactants are [Br:1][C:2]1[CH:3]=[C:4]([CH:24]=[CH:25][CH:26]=1)[CH2:5][C:6]1[N:10]2[C:11](=[O:23])[C:12]3[NH:13][CH:14]=[N:15][C:16]=3[N:17]([CH2:18][CH2:19][CH2:20][CH2:21][CH3:22])[C:9]2=[N:8][N:7]=1.[Br:27]N1C(=O)CCC1=O. The catalyst is O1CCCC1. The product is [Br:27][C:14]1[NH:13][C:12]2[C:11](=[O:23])[N:10]3[C:6]([CH2:5][C:4]4[CH:24]=[CH:25][CH:26]=[C:2]([Br:1])[CH:3]=4)=[N:7][N:8]=[C:9]3[N:17]([CH2:18][CH2:19][CH2:20][CH2:21][CH3:22])[C:16]=2[N:15]=1. The yield is 0.600. (2) The reactants are C([O:5][C:6](=[O:20])[NH:7][CH:8]([CH2:11][C:12]1[CH:17]=[CH:16][C:15]([F:18])=[C:14]([F:19])[CH:13]=1)[CH2:9]O)(C)(C)C.[H-].[Na+]. The catalyst is C1COCC1. The product is [F:19][C:14]1[CH:13]=[C:12]([CH:17]=[CH:16][C:15]=1[F:18])[CH2:11][CH:8]1[CH2:9][O:20][C:6](=[O:5])[NH:7]1. The yield is 0.760. (3) The reactants are C(OC([N:8]1[C:12]2[CH:13]=[CH:14][CH:15]=[CH:16][C:11]=2[N:10]=[C:9]1[CH2:17][N:18]([CH2:29][CH2:30][NH:31]C(OC(C)(C)C)=O)[CH:19]1[C:28]2[N:27]=[CH:26][CH:25]=[CH:24][C:23]=2[CH2:22][CH2:21][CH2:20]1)=O)(C)(C)C.FC(F)(F)C(O)=O.[OH-].[Na+]. The catalyst is ClCCl. The product is [NH:8]1[C:12]2[CH:13]=[CH:14][CH:15]=[CH:16][C:11]=2[N:10]=[C:9]1[CH2:17][N:18]([CH:19]1[C:28]2[N:27]=[CH:26][CH:25]=[CH:24][C:23]=2[CH2:22][CH2:21][CH2:20]1)[CH2:29][CH2:30][NH2:31]. The yield is 0.970. (4) The reactants are [O:1]1[C:5]2([CH2:10][CH2:9][CH:8]([C:11]3[CH:16]=[C:15](O)[N:14]4[N:18]=[CH:19][CH:20]=[C:13]4[N:12]=3)[CH2:7][CH2:6]2)[O:4][CH2:3][CH2:2]1.CN(C)C1C=CC=CC=1.O=P(Cl)(Cl)[Cl:32]. No catalyst specified. The product is [Cl:32][C:15]1[N:14]2[N:18]=[CH:19][CH:20]=[C:13]2[N:12]=[C:11]([CH:8]2[CH2:9][CH2:10][C:5]3([O:4][CH2:3][CH2:2][O:1]3)[CH2:6][CH2:7]2)[CH:16]=1. The yield is 0.770. (5) The reactants are C([O:5][NH:6][C:7]([C:9]1[CH:14]=[C:13]([N:15]2[CH2:20][CH2:19][O:18][CH2:17][CH2:16]2)[CH:12]=[CH:11][N:10]=1)=[O:8])(C)(C)C.FC(F)(F)C(O)=O. No catalyst specified. The product is [OH:5][NH:6][C:7]([C:9]1[CH:14]=[C:13]([N:15]2[CH2:16][CH2:17][O:18][CH2:19][CH2:20]2)[CH:12]=[CH:11][N:10]=1)=[O:8]. The yield is 0.140. (6) The catalyst is CS(C)=O.O. The reactants are [CH2:1]([O:8][C:9]1[CH:10]=[CH:11][C:12]([C@@H:20]([O:23][Si:24]([C:27]([CH3:30])([CH3:29])[CH3:28])([CH3:26])[CH3:25])[CH2:21]Br)=[C:13]2[C:18]=1[NH:17][C:16](=[O:19])[CH:15]=[CH:14]2)[C:2]1[CH:7]=[CH:6][CH:5]=[CH:4][CH:3]=1.[F:31][C:32]([F:50])([C:44]1[CH:49]=[CH:48][CH:47]=[CH:46][CH:45]=1)[CH2:33][O:34][C:35]1[CH:36]=[C:37]([CH2:41][CH2:42][NH2:43])[CH:38]=[CH:39][CH:40]=1.C(=O)([O-])O.[Na+].[I-].[Na+]. The yield is 0.700. The product is [CH2:1]([O:8][C:9]1[CH:10]=[CH:11][C:12]([C@@H:20]([O:23][Si:24]([C:27]([CH3:30])([CH3:29])[CH3:28])([CH3:26])[CH3:25])[CH2:21][NH:43][CH2:42][CH2:41][C:37]2[CH:38]=[CH:39][CH:40]=[C:35]([O:34][CH2:33][C:32]([F:31])([F:50])[C:44]3[CH:45]=[CH:46][CH:47]=[CH:48][CH:49]=3)[CH:36]=2)=[C:13]2[C:18]=1[NH:17][C:16](=[O:19])[CH:15]=[CH:14]2)[C:2]1[CH:7]=[CH:6][CH:5]=[CH:4][CH:3]=1.